Dataset: Forward reaction prediction with 1.9M reactions from USPTO patents (1976-2016). Task: Predict the product of the given reaction. (1) Given the reactants [OH:1][CH:2]1[C:6]([CH3:8])([CH3:7])[CH2:5][O:4][C:3]1=O.[C:10]1([CH2:16][NH2:17])[CH:15]=[CH:14][CH:13]=[CH:12][CH:11]=1.C1(C)C=CC(S(O)(=O)=O)=CC=1, predict the reaction product. The product is: [CH2:16]([N:17]1[CH2:5][C:6]([CH3:8])([CH3:7])[CH:2]([OH:1])[C:3]1=[O:4])[C:10]1[CH:15]=[CH:14][CH:13]=[CH:12][CH:11]=1. (2) Given the reactants [F:1][CH2:2][C:3]([CH2:7][F:8])([OH:6])[C:4]#[CH:5].[C:9]1([CH3:19])[CH:14]=[CH:13][C:12]([S:15](Cl)(=[O:17])=[O:16])=[CH:11][CH:10]=1.[H-].[Na+].O, predict the reaction product. The product is: [C:9]1([CH3:19])[CH:14]=[CH:13][C:12]([S:15]([O:6][C:3]([CH2:7][F:8])([C:4]#[CH:5])[CH2:2][F:1])(=[O:17])=[O:16])=[CH:11][CH:10]=1. (3) Given the reactants Br[CH2:2][C:3]1[C:12]2[C:7](=[CH:8][CH:9]=[CH:10][CH:11]=2)[C:6]([CH:13]=[O:14])=[CH:5][CH:4]=1.[C:15]1(=[O:25])[NH:19][C:18](=[O:20])[C:17]2=[CH:21][CH:22]=[CH:23][CH:24]=[C:16]12.[K], predict the reaction product. The product is: [O:20]=[C:18]1[C:17]2[C:16](=[CH:24][CH:23]=[CH:22][CH:21]=2)[C:15](=[O:25])[N:19]1[CH2:2][C:3]1[C:12]2[C:7](=[CH:8][CH:9]=[CH:10][CH:11]=2)[C:6]([CH:13]=[O:14])=[CH:5][CH:4]=1.